From a dataset of Reaction yield outcomes from USPTO patents with 853,638 reactions. Predict the reaction yield, written as a fraction of the theoretical maximum amount of product (1.0 means a 100% yield; for example, 0.34 means a 34% yield). (1) The reactants are [C:1]([O-])([O-])=O.[K+].[K+].IC.C([O:16][C:17]1[C:25]([CH3:26])=[CH:24][C:20]([C:21]([OH:23])=[O:22])=[CH:19][C:18]=1[CH3:27])C1C=CC=CC=1.Cl. The catalyst is CN(C=O)C.O. The product is [OH:16][C:17]1[C:25]([CH3:26])=[CH:24][C:20]([C:21]([O:23][CH3:1])=[O:22])=[CH:19][C:18]=1[CH3:27]. The yield is 0.910. (2) The product is [CH3:35][S:36]([C:39]1[CH:40]=[C:41]2[C:45](=[CH:46][CH:47]=1)[N:44]([CH2:2][C:3]1[C:8]([CH3:9])=[CH:7][C:6]([CH:10]3[CH2:15][CH2:14][N:13]([C:16]([O:18][C:19]([CH3:22])([CH3:21])[CH3:20])=[O:17])[CH2:12][CH2:11]3)=[CH:5][N:4]=1)[CH:43]=[CH:42]2)(=[O:38])=[O:37]. The yield is 0.240. The reactants are O[CH2:2][C:3]1[C:8]([CH3:9])=[CH:7][C:6]([CH:10]2[CH2:15][CH2:14][N:13]([C:16]([O:18][C:19]([CH3:22])([CH3:21])[CH3:20])=[O:17])[CH2:12][CH2:11]2)=[CH:5][N:4]=1.C(N(CC)CC)C.CS(Cl)(=O)=O.[CH3:35][S:36]([C:39]1[CH:40]=[C:41]2[C:45](=[CH:46][CH:47]=1)[NH:44][CH:43]=[CH:42]2)(=[O:38])=[O:37].[OH-].[K+].C1OCCOCCOCCOCCOCCOC1. The catalyst is ClCCl.O.C1(C)C=CC=CC=1.